Task: Regression. Given a peptide amino acid sequence and an MHC pseudo amino acid sequence, predict their binding affinity value. This is MHC class I binding data.. Dataset: Peptide-MHC class I binding affinity with 185,985 pairs from IEDB/IMGT (1) The MHC is HLA-B57:01 with pseudo-sequence HLA-B57:01. The peptide sequence is MLTNASGHA. The binding affinity (normalized) is 0.0847. (2) The peptide sequence is ITDVQDMDP. The MHC is HLA-A31:01 with pseudo-sequence HLA-A31:01. The binding affinity (normalized) is 0.0847.